Dataset: Forward reaction prediction with 1.9M reactions from USPTO patents (1976-2016). Task: Predict the product of the given reaction. (1) The product is: [C:1]([C:3]1[CH:8]=[CH:7][C:6]([CH2:9][S:10]([Cl:16])(=[O:13])=[O:11])=[CH:5][CH:4]=1)#[N:2]. Given the reactants [C:1]([C:3]1[CH:8]=[CH:7][C:6]([CH2:9][S:10]([O-:13])(=O)=[O:11])=[CH:5][CH:4]=1)#[N:2].[Na+].C(Cl)[Cl:16].P(Cl)(Cl)(Cl)(Cl)Cl, predict the reaction product. (2) Given the reactants [C:1]([NH:4][C:5]1[CH:10]=[CH:9][CH:8]=[CH:7][C:6]=1OS(C1C=CC(C)=CC=1)(=O)=O)(=[O:3])[CH3:2].[CH:22]#[C:23][CH2:24][CH2:25][CH2:26][CH2:27][CH3:28], predict the reaction product. The product is: [C:22]([C:6]1[CH:7]=[CH:8][CH:9]=[CH:10][C:5]=1[NH:4][C:1](=[O:3])[CH3:2])#[C:23][CH2:24][CH2:25][CH2:26][CH2:27][CH3:28]. (3) Given the reactants [CH3:1][C:2]1([CH3:29])[NH:7][C:6](=[O:8])[C:5]2[S:9][C:10]([N:12]3[C:17]4[CH:18]=[C:19]([C:22]5[CH:23]=[N:24][C:25]([CH3:28])=[CH:26][CH:27]=5)[CH:20]=[CH:21][C:16]=4[O:15][CH2:14][CH2:13]3)=[N:11][C:4]=2[CH2:3]1.C(OO)(=[O:32])C, predict the reaction product. The product is: [CH3:1][C:2]1([CH3:29])[NH:7][C:6](=[O:8])[C:5]2[S:9][C:10]([N:12]3[C:17]4[CH:18]=[C:19]([C:22]5[CH:23]=[N+:24]([O-:32])[C:25]([CH3:28])=[CH:26][CH:27]=5)[CH:20]=[CH:21][C:16]=4[O:15][CH2:14][CH2:13]3)=[N:11][C:4]=2[CH2:3]1.